Regression/Classification. Given a drug SMILES string, predict its absorption, distribution, metabolism, or excretion properties. Task type varies by dataset: regression for continuous measurements (e.g., permeability, clearance, half-life) or binary classification for categorical outcomes (e.g., BBB penetration, CYP inhibition). Dataset: cyp2d6_veith. From a dataset of CYP2D6 inhibition data for predicting drug metabolism from PubChem BioAssay. (1) The compound is COc1cc(CC(=O)OC2CCOC2=O)cc(OC)c1OC. The result is 0 (non-inhibitor). (2) The drug is COc1ccccc1CN1CC[C@@]2(CCCN(C(=O)c3cccn3C)C2)C1. The result is 1 (inhibitor). (3) The molecule is COC(=O)Nc1nc2ccc(Sc3ccccc3)cc2[nH]1. The result is 0 (non-inhibitor). (4) The molecule is COc1ccc(-n2c(=O)c(-c3cccs3)nc3cnc(Nc4cccc(OC)c4)nc32)cc1. The result is 0 (non-inhibitor). (5) The compound is CC(C)CC(=O)N[C@H](C(=O)N[C@H](C(=O)N[C@@H](CC(C)C)[C@H](O)CC(=O)N[C@@H](C)C(=O)N[C@@H](CC(C)C)[C@H](O)CC(=O)O)C(C)C)C(C)C. The result is 0 (non-inhibitor). (6) The molecule is COC(=O)[C@@]1(Cc2ccc(OC)cc2)[C@H]2[C@H](CC(=O)C(=O)N(C)C)C(=O)C[C@H]2CN1C(=O)c1ccccc1. The result is 0 (non-inhibitor). (7) The compound is c1ccc(-c2cc(-c3cc(-c4ccccn4)[nH]n3)n[nH]2)nc1. The result is 0 (non-inhibitor).